Dataset: Reaction yield outcomes from USPTO patents with 853,638 reactions. Task: Predict the reaction yield, written as a fraction of the theoretical maximum amount of product (1.0 means a 100% yield; for example, 0.34 means a 34% yield). (1) The reactants are [N:1]1[CH:6]=[CH:5][N:4]=[CH:3][C:2]=1[NH:7][C:8]([NH:10][C:11]1[C:20]2[C:15](=[CH:16][CH:17]=[CH:18][CH:19]=2)[N:14]=[CH:13][CH:12]=1)=[O:9].[Br:21]NC(=O)CCC(N)=O. The catalyst is C(#N)C. The product is [Br:21][C:12]1[CH:13]=[N:14][C:15]2[C:20]([C:11]=1[NH:10][C:8]([NH:7][C:2]1[CH:3]=[N:4][CH:5]=[CH:6][N:1]=1)=[O:9])=[CH:19][CH:18]=[CH:17][CH:16]=2. The yield is 0.790. (2) The reactants are [NH:1](C(OCC1C=CC=CC=1)=O)[C@H:2]([C:8]([O:10]CC1C=CC=CC=1)=[O:9])[CH2:3][CH2:4][C:5](=O)[OH:6].C1N=CN(C(N2C=NC=C2)=O)C=1.[CH:40]1[C:45]([S:46]([OH:49])(=[O:48])=[O:47])=[C:44]([OH:50])[C:43]([NH2:51])=[CH:42][C:41]=1Cl.C1COCC1. The catalyst is C(Cl)Cl. The product is [OH:50][C:44]1[C:45]([S:46]([OH:49])(=[O:48])=[O:47])=[CH:40][CH:41]=[CH:42][C:43]=1[NH:51][C:5](=[O:6])[CH2:4][CH2:3][C@@H:2]([C:8]([OH:10])=[O:9])[NH2:1]. The yield is 0.400. (3) The catalyst is C1(C)C=CC=CC=1.C([O-])(=O)C.[Rh+]. The yield is 0.490. The product is [CH2:1]([C:5]1[N:10]2[N:11]=[CH:12][N:13]=[C:9]2[N:8]([C@H:14]2[CH2:19][CH2:18][C@H:17]([O:20][CH2:40][C:41]([O:43][CH2:44][CH3:45])=[O:42])[CH2:16][CH2:15]2)[C:7](=[O:21])[C:6]=1[CH2:22][C:23]1[CH:28]=[CH:27][C:26]([C:29]2[CH:34]=[CH:33][CH:32]=[CH:31][C:30]=2[C:35]#[N:36])=[CH:25][C:24]=1[F:37])[CH2:2][CH2:3][CH3:4]. The reactants are [CH2:1]([C:5]1[N:10]2[N:11]=[CH:12][N:13]=[C:9]2[N:8]([C@H:14]2[CH2:19][CH2:18][C@H:17]([OH:20])[CH2:16][CH2:15]2)[C:7](=[O:21])[C:6]=1[CH2:22][C:23]1[CH:28]=[CH:27][C:26]([C:29]2[C:30]([C:35]#[N:36])=[CH:31][CH:32]=[CH:33][CH:34]=2)=[CH:25][C:24]=1[F:37])[CH2:2][CH2:3][CH3:4].[N+](=[CH:40][C:41]([O:43][CH2:44][CH3:45])=[O:42])=[N-].O. (4) The reactants are [CH3:1][O:2][C:3]1[CH:12]=[CH:11][CH:10]=[C:9]2[C:4]=1[CH:5]=[CH:6][C:7]([CH3:13])=[N:8]2.[H][H]. The catalyst is CO. The product is [CH3:1][O:2][C:3]1[CH:12]=[CH:11][CH:10]=[C:9]2[C:4]=1[CH2:5][CH2:6][C@H:7]([CH3:13])[NH:8]2. The yield is 0.980.